Dataset: Full USPTO retrosynthesis dataset with 1.9M reactions from patents (1976-2016). Task: Predict the reactants needed to synthesize the given product. (1) Given the product [N+:11]([C:14]1[CH:15]=[C:16]([C:17]2[O:1][N:2]=[C:3]([C:4]3[CH:5]=[N:6][CH:7]=[CH:8][CH:9]=3)[N:10]=2)[CH:20]=[CH:21][CH:22]=1)([O-:13])=[O:12], predict the reactants needed to synthesize it. The reactants are: [OH:1][N:2]=[C:3]([NH2:10])[C:4]1[CH:9]=[CH:8][CH:7]=[N:6][CH:5]=1.[N+:11]([C:14]1[CH:15]=[C:16]([CH:20]=[CH:21][CH:22]=1)[C:17](Cl)=O)([O-:13])=[O:12].N. (2) Given the product [CH2:23]1[C:31]2[C:26](=[CH:27][CH:28]=[CH:29][CH:30]=2)[CH2:25][N:24]1[CH2:6][CH2:7][N:8]1[CH:12]=[C:11]([C:13]2[CH:18]=[C:17]([C:19]([OH:21])=[O:20])[CH:16]=[CH:15][N:14]=2)[N:10]=[CH:9]1, predict the reactants needed to synthesize it. The reactants are: CS(O[CH2:6][CH2:7][N:8]1[CH:12]=[C:11]([C:13]2[CH:18]=[C:17]([C:19]([O:21]C)=[O:20])[CH:16]=[CH:15][N:14]=2)[N:10]=[CH:9]1)(=O)=O.[CH2:23]1[C:31]2[C:26](=[CH:27][CH:28]=[CH:29][CH:30]=2)[CH2:25][NH:24]1. (3) Given the product [NH:14]1[CH:15]=[CH:16][N:17]=[C:13]1[C:11]1[N:10]([C:18]2[CH:19]=[N:20][C:21]([O:24][CH3:25])=[CH:22][CH:23]=2)[N:9]=[C:8]([C:6]([OH:7])=[O:5])[CH:12]=1, predict the reactants needed to synthesize it. The reactants are: [OH-].[Na+].C([O:5][C:6]([C:8]1[CH:12]=[C:11]([C:13]2[NH:14][CH:15]=[CH:16][N:17]=2)[N:10]([C:18]2[CH:19]=[N:20][C:21]([O:24][CH3:25])=[CH:22][CH:23]=2)[N:9]=1)=[O:7])C.Cl. (4) Given the product [CH3:8][N:9]([CH3:10])[CH2:4][CH:3]([OH:23])[CH2:2][N:17]1[CH:16]=[C:15]([N+:12]([O-:14])=[O:13])[CH:19]=[N:18]1, predict the reactants needed to synthesize it. The reactants are: C1C[CH2:10][N:9]2[C:4](=NCC[CH2:8]2)[CH2:3][CH2:2]1.[N+:12]([C:15]1[CH:16]=[N:17][NH:18][CH:19]=1)([O-:14])=[O:13].C1C[O:23]CC1. (5) The reactants are: [Cl:1][C:2]1[C:3]([C:9]([OH:11])=[O:10])=[N:4][C:5]([Cl:8])=[CH:6][CH:7]=1.[CH2:12](O)[CH3:13]. Given the product [Cl:1][C:2]1[C:3]([C:9]([O:11][CH2:12][CH3:13])=[O:10])=[N:4][C:5]([Cl:8])=[CH:6][CH:7]=1, predict the reactants needed to synthesize it. (6) Given the product [CH2:1]([O:3][C:4]([C:6]1[S:10][C:9]([NH:11][C:12](=[O:27])[C:13]([NH2:16])([CH3:15])[CH3:14])=[N:8][C:7]=1[C:28]1[CH:33]=[CH:32][CH:31]=[CH:30][CH:29]=1)=[O:5])[CH3:2], predict the reactants needed to synthesize it. The reactants are: [CH2:1]([O:3][C:4]([C:6]1[S:10][C:9]([NH:11][C:12](=[O:27])[C:13]([NH:16]C(OCC2C=CC=CC=2)=O)([CH3:15])[CH3:14])=[N:8][C:7]=1[C:28]1[CH:33]=[CH:32][CH:31]=[CH:30][CH:29]=1)=[O:5])[CH3:2].Br.[OH-].[K+]. (7) The reactants are: [Cl:1][C:2]1[C:3]([S:24]([N:27]([CH2:37][C:38]2[CH:43]=[CH:42][C:41]([O:44][CH3:45])=[CH:40][CH:39]=2)[CH2:28][C:29]2[CH:34]=[CH:33][C:32]([O:35][CH3:36])=[CH:31][CH:30]=2)(=[O:26])=[O:25])=[N:4][CH:5]=[C:6]([C:9]([N:11]2[CH2:16][CH2:15][CH:14]([C:17]3[CH:22]=[CH:21][C:20]([F:23])=[CH:19][CH:18]=3)[CH2:13][CH2:12]2)=[O:10])[C:7]=1Cl.[NH2:46][C:47]1[CH:54]=[C:53]([O:55][CH3:56])[CH:52]=[CH:51][C:48]=1[C:49]#[N:50]. Given the product [Cl:1][C:2]1[C:3]([S:24]([N:27]([CH2:37][C:38]2[CH:43]=[CH:42][C:41]([O:44][CH3:45])=[CH:40][CH:39]=2)[CH2:28][C:29]2[CH:34]=[CH:33][C:32]([O:35][CH3:36])=[CH:31][CH:30]=2)(=[O:25])=[O:26])=[N:4][CH:5]=[C:6]([C:9]([N:11]2[CH2:16][CH2:15][CH:14]([C:17]3[CH:18]=[CH:19][C:20]([F:23])=[CH:21][CH:22]=3)[CH2:13][CH2:12]2)=[O:10])[C:7]=1[NH:46][C:47]1[CH:54]=[C:53]([O:55][CH3:56])[CH:52]=[CH:51][C:48]=1[C:49]#[N:50], predict the reactants needed to synthesize it. (8) Given the product [CH3:16][S:17]([O:1][CH2:2][CH2:3][CH2:4][CH2:5][C:6]1[S:10][C:9]([C:11]([O:13][CH2:14][CH3:15])=[O:12])=[N:8][N:7]=1)(=[O:19])=[O:18], predict the reactants needed to synthesize it. The reactants are: [OH:1][CH2:2][CH2:3][CH2:4][CH2:5][C:6]1[S:10][C:9]([C:11]([O:13][CH2:14][CH3:15])=[O:12])=[N:8][N:7]=1.[CH3:16][S:17](Cl)(=[O:19])=[O:18].